Dataset: NCI-60 drug combinations with 297,098 pairs across 59 cell lines. Task: Regression. Given two drug SMILES strings and cell line genomic features, predict the synergy score measuring deviation from expected non-interaction effect. Drug 1: C1C(C(OC1N2C=C(C(=O)NC2=O)F)CO)O. Drug 2: CC12CCC3C(C1CCC2OP(=O)(O)O)CCC4=C3C=CC(=C4)OC(=O)N(CCCl)CCCl.[Na+]. Cell line: OVCAR-5. Synergy scores: CSS=25.2, Synergy_ZIP=-6.60, Synergy_Bliss=-5.34, Synergy_Loewe=-3.81, Synergy_HSA=-2.67.